Dataset: Reaction yield outcomes from USPTO patents with 853,638 reactions. Task: Predict the reaction yield, written as a fraction of the theoretical maximum amount of product (1.0 means a 100% yield; for example, 0.34 means a 34% yield). (1) The reactants are [C:1]([C:4]1[CH:9]=[CH:8][C:7]([C:10]([F:13])([F:12])[F:11])=[CH:6][C:5]=1[NH:14][S:15]([C:18]([F:21])([F:20])[F:19])(=[O:17])=[O:16])(=O)[CH3:2].Cl.[F:23][C:24]1[CH:29]=[CH:28][C:27]([O:30][NH2:31])=[CH:26][CH:25]=1.CC([O-])=O.[Na+]. The catalyst is CCO. The product is [F:23][C:24]1[CH:29]=[CH:28][C:27]([O:30][N:31]=[C:1]([C:4]2[CH:9]=[CH:8][C:7]([C:10]([F:11])([F:13])[F:12])=[CH:6][C:5]=2[NH:14][S:15]([C:18]([F:21])([F:19])[F:20])(=[O:17])=[O:16])[CH3:2])=[CH:26][CH:25]=1. The yield is 0.810. (2) The reactants are [Cl-].O[NH3+:3].[C:4](=[O:7])([O-])[OH:5].[Na+].CS(C)=O.[F:13][C:14]1[CH:15]=[C:16]([C:42]2[C:43]([C:48]#[N:49])=[CH:44][CH:45]=[CH:46][CH:47]=2)[CH:17]=[CH:18][C:19]=1[CH2:20][N:21]1[C:26](=[O:27])[C:25]([C:28]2[CH:29]=[N:30][C:31]([O:34][CH:35]([CH3:37])[CH3:36])=[CH:32][CH:33]=2)=[C:24]([CH3:38])[N:23]=[C:22]1[CH2:39][CH2:40][CH3:41]. The catalyst is C(OCC)(=O)C. The product is [F:13][C:14]1[CH:15]=[C:16]([C:42]2[CH:47]=[CH:46][CH:45]=[CH:44][C:43]=2[C:48]2[NH:3][C:4](=[O:7])[O:5][N:49]=2)[CH:17]=[CH:18][C:19]=1[CH2:20][N:21]1[C:26](=[O:27])[C:25]([C:28]2[CH:29]=[N:30][C:31]([O:34][CH:35]([CH3:36])[CH3:37])=[CH:32][CH:33]=2)=[C:24]([CH3:38])[N:23]=[C:22]1[CH2:39][CH2:40][CH3:41]. The yield is 0.740. (3) The reactants are [CH2:1]([C@@H:8]1[CH2:12][O:11][C:10](=[O:13])[N:9]1[C:14](=[O:23])[CH2:15][C:16]1[CH:21]=[CH:20][C:19]([Cl:22])=[CH:18][CH:17]=1)[C:2]1[CH:7]=[CH:6][CH:5]=[CH:4][CH:3]=1.CCN(C(C)C)C(C)C.[CH:33]1([CH2:36][N:37]([CH2:45]OC)[C:38](=[O:44])[O:39][C:40]([CH3:43])([CH3:42])[CH3:41])[CH2:35][CH2:34]1. The catalyst is C(Cl)Cl.Cl[Ti](Cl)(Cl)Cl. The product is [CH2:1]([C@@H:8]1[CH2:12][O:11][C:10](=[O:13])[N:9]1[C:14](=[O:23])[C@@H:15]([C:16]1[CH:17]=[CH:18][C:19]([Cl:22])=[CH:20][CH:21]=1)[CH2:45][N:37]([CH2:36][CH:33]1[CH2:34][CH2:35]1)[C:38](=[O:44])[O:39][C:40]([CH3:43])([CH3:41])[CH3:42])[C:2]1[CH:7]=[CH:6][CH:5]=[CH:4][CH:3]=1. The yield is 0.870. (4) The reactants are [CH3:1][C:2]1[NH:3][C:4]2[CH2:5][C:6]([CH3:13])([CH3:12])[CH2:7][C:8](=[O:11])[C:9]=2[CH:10]=1.[CH:14]1([S:20]([C:23]2[CH:30]=[CH:29][CH:28]=[CH:27][C:24]=2[CH:25]=[O:26])(=[O:22])=[O:21])[CH2:19][CH2:18][CH2:17][CH2:16][CH2:15]1.[OH-].[Na+].S(=O)(O)[O-].[Na+]. The catalyst is FC(F)(F)CO.O.C(OCC)C. The product is [CH:14]1([S:20]([C:23]2[CH:30]=[CH:29][CH:28]=[CH:27][C:24]=2[CH:25]([OH:26])[C:10]2[C:9]3[C:8](=[O:11])[CH2:7][C:6]([CH3:13])([CH3:12])[CH2:5][C:4]=3[NH:3][C:2]=2[CH3:1])(=[O:22])=[O:21])[CH2:19][CH2:18][CH2:17][CH2:16][CH2:15]1. The yield is 0.540.